This data is from Full USPTO retrosynthesis dataset with 1.9M reactions from patents (1976-2016). The task is: Predict the reactants needed to synthesize the given product. (1) Given the product [C:48]([NH:1][C@@H:2]([CH2:36][CH2:37][C:38]1[CH:43]=[CH:42][CH:41]=[CH:40][CH:39]=1)[C:3]([NH:5][C@@H:6]([CH2:29][C:30]1[CH:35]=[CH:34][CH:33]=[CH:32][CH:31]=1)[C:7]([NH:9][C@H:10]([B:16]1[O:20][C@@H:19]2[CH2:21][C@@H:22]3[CH2:25][C@H:24]([C@:18]2([CH3:28])[O:17]1)[C:23]3([CH3:26])[CH3:27])[CH2:11][CH:12]1[CH2:15][CH2:14][CH2:13]1)=[O:8])=[O:4])(=[O:50])[CH3:49], predict the reactants needed to synthesize it. The reactants are: [NH2:1][C@@H:2]([CH2:36][CH2:37][C:38]1[CH:43]=[CH:42][CH:41]=[CH:40][CH:39]=1)[C:3]([NH:5][C@@H:6]([CH2:29][C:30]1[CH:35]=[CH:34][CH:33]=[CH:32][CH:31]=1)[C:7]([NH:9][C@H:10]([B:16]1[O:20][C@@H:19]2[CH2:21][C@@H:22]3[CH2:25][C@H:24]([C@:18]2([CH3:28])[O:17]1)[C:23]3([CH3:27])[CH3:26])[CH2:11][CH:12]1[CH2:15][CH2:14][CH2:13]1)=[O:8])=[O:4].Cl.C(#N)C.[C:48](OC(=O)C)(=[O:50])[CH3:49].C(N(CC)C(C)C)(C)C. (2) Given the product [C:46]([OH:53])(=[O:52])/[CH:47]=[CH:48]\[C:49]([OH:51])=[O:50].[F:45][C:15]1[CH:16]=[C:17]([NH:20][C:21]([C:23]2[C:24](=[O:44])[N:25]([C:38]3[CH:39]=[CH:40][CH:41]=[CH:42][CH:43]=3)[N:26]([CH2:29][C@@H:30]([O:32][C:33](=[O:37])[C@@H:34]([NH2:36])[CH3:35])[CH3:31])[C:27]=2[CH3:28])=[O:22])[CH:18]=[CH:19][C:14]=1[O:13][C:7]1[C:6]2[C:11](=[CH:12][C:3]([O:2][CH3:1])=[CH:4][CH:5]=2)[N:10]=[CH:9][CH:8]=1, predict the reactants needed to synthesize it. The reactants are: [CH3:1][O:2][C:3]1[CH:12]=[C:11]2[C:6]([C:7]([O:13][C:14]3[CH:19]=[CH:18][C:17]([NH:20][C:21]([C:23]4[C:24](=[O:44])[N:25]([C:38]5[CH:43]=[CH:42][CH:41]=[CH:40][CH:39]=5)[N:26]([CH2:29][C@@H:30]([O:32][C:33](=[O:37])[C@@H:34]([NH2:36])[CH3:35])[CH3:31])[C:27]=4[CH3:28])=[O:22])=[CH:16][C:15]=3[F:45])=[CH:8][CH:9]=[N:10]2)=[CH:5][CH:4]=1.[C:46]([OH:53])(=[O:52])/[CH:47]=[CH:48]\[C:49]([OH:51])=[O:50]. (3) Given the product [F:20][C:11]1[CH:12]=[C:13]([C:16]([OH:19])([CH3:17])[CH3:18])[CH:14]=[CH:15][C:10]=1[C:4]1[S:3][C:2]([NH:1][C:22]2[CH:27]=[CH:26][CH:25]=[C:24]([C:28]3[CH:29]=[N:30][NH:31][CH:32]=3)[N:23]=2)=[C:6]([C:7]([NH2:9])=[O:8])[CH:5]=1, predict the reactants needed to synthesize it. The reactants are: [NH2:1][C:2]1[S:3][C:4]([C:10]2[CH:15]=[CH:14][C:13]([C:16]([OH:19])([CH3:18])[CH3:17])=[CH:12][C:11]=2[F:20])=[CH:5][C:6]=1[C:7]([NH2:9])=[O:8].Br[C:22]1[CH:27]=[CH:26][CH:25]=[C:24]([C:28]2[CH:29]=[N:30][NH:31][CH:32]=2)[N:23]=1.